Dataset: Reaction yield outcomes from USPTO patents with 853,638 reactions. Task: Predict the reaction yield, written as a fraction of the theoretical maximum amount of product (1.0 means a 100% yield; for example, 0.34 means a 34% yield). (1) The catalyst is ClCCCl.O. The yield is 0.640. The reactants are [Cl:1][C:2]1[N:3]=[C:4]([N:13]2[CH2:18][CH2:17][O:16][CH2:15][CH2:14]2)[C:5]2[S:10][C:9]([CH:11]=O)=[CH:8][C:6]=2[N:7]=1.[NH:19]1[CH2:24][CH2:23][CH:22]([C:25]([N:27]2[CH2:32][CH2:31][N:30]([C:33]([O:35][C:36]([CH3:39])([CH3:38])[CH3:37])=[O:34])[CH2:29][CH2:28]2)=[O:26])[CH2:21][CH2:20]1.C(OC)(OC)OC.[BH-](OC(C)=O)(OC(C)=O)OC(C)=O.[Na+]. The product is [Cl:1][C:2]1[N:3]=[C:4]([N:13]2[CH2:18][CH2:17][O:16][CH2:15][CH2:14]2)[C:5]2[S:10][C:9]([CH2:11][N:19]3[CH2:24][CH2:23][CH:22]([C:25]([N:27]4[CH2:28][CH2:29][N:30]([C:33]([O:35][C:36]([CH3:39])([CH3:38])[CH3:37])=[O:34])[CH2:31][CH2:32]4)=[O:26])[CH2:21][CH2:20]3)=[CH:8][C:6]=2[N:7]=1. (2) The reactants are [CH:1]1([N:7]([CH:18]2[CH2:23][CH2:22][CH2:21][CH2:20][CH2:19]2)[C:8]([NH:10][C:11]2[S:12][C:13]([CH:16]=O)=[CH:14][N:15]=2)=[O:9])[CH2:6][CH2:5][CH2:4][CH2:3][CH2:2]1.[NH:24]1[CH2:29][CH2:28][NH:27][CH2:26][C:25]1=[O:30].C(O)(=O)C.C(O[BH-](OC(=O)C)OC(=O)C)(=O)C.[Na+]. No catalyst specified. The product is [CH:18]1([N:7]([CH:1]2[CH2:6][CH2:5][CH2:4][CH2:3][CH2:2]2)[C:8]([NH:10][C:11]2[S:12][C:13]([CH2:16][N:27]3[CH2:28][CH2:29][NH:24][C:25](=[O:30])[CH2:26]3)=[CH:14][N:15]=2)=[O:9])[CH2:19][CH2:20][CH2:21][CH2:22][CH2:23]1. The yield is 0.400. (3) The reactants are [Cl:1][C:2]1[CH:7]=[CH:6][CH:5]=[CH:4][C:3]=1/[CH:8]=[CH:9]/[CH3:10].CC[C@H]1[C@H]2C[C@H]([C@H](OC3C4C(=CC=CC=4)C(O[C@H](C4C=CN=C5C=4C=C(OC)C=C5)[C@@H]4N5C[C@H](CC)[C@@H](CC5)C4)=NN=3)C3C=CN=C4C=3C=C([O:32]C)C=C4)N(CC2)C1.CC(O)(C)C.[OH2:74]. No catalyst specified. The product is [Cl:1][C:2]1[CH:7]=[CH:6][CH:5]=[CH:4][C:3]=1[C@H:8]([OH:32])[C@@H:9]([OH:74])[CH3:10]. The yield is 0.900. (4) The reactants are [N:1]([C:4]1[CH:13]=[C:12]2[C:7]([C:8]([NH:16][C:17]3[CH:22]=[C:21](OC)[C:20]([O:25][CH3:26])=[C:19](OC)[CH:18]=3)=[C:9]([C:14]#[N:15])[CH:10]=[N:11]2)=[CH:6][C:5]=1[N+:29]([O-:31])=[O:30])=[N+:2]=[N-:3].Cl[C:33]1[CH:42]=[C:41]2C(C(N[C:33]3[CH:42]=[CH:41]C(O[C:33]4[CH:42]=[CH:41]C=[CH:35][CH:34]=4)=[CH:35][CH:34]=3)=C(C#N)C=N2)=[CH:35][C:34]=1[N+]([O-])=O.[N-]=[N+]=[N-].[Na+]. The catalyst is CS(C)=O. The product is [N:1]([C:4]1[CH:13]=[C:12]2[C:7]([C:8]([NH:16][C:17]3[CH:18]=[CH:19][C:20]([O:25][C:26]4[CH:41]=[CH:42][CH:33]=[CH:34][CH:35]=4)=[CH:21][CH:22]=3)=[C:9]([C:14]#[N:15])[CH:10]=[N:11]2)=[CH:6][C:5]=1[N+:29]([O-:31])=[O:30])=[N+:2]=[N-:3]. The yield is 0.995. (5) The reactants are [NH2:1][C:2]1[C:11]([C:12]([C:14]2[CH:19]=[CH:18][C:17]([CH3:20])=[CH:16][CH:15]=2)=O)=[CH:10][C:9]2[C:4](=[CH:5][CH:6]=[CH:7][CH:8]=2)[N:3]=1.[C:21](OCC)(=[O:28])[CH2:22][C:23]([O:25][CH2:26][CH3:27])=[O:24].[O-]CC.[Na+]. The catalyst is C(O)C. The product is [OH:28][C:21]1[C:22]([C:23]([O:25][CH2:26][CH3:27])=[O:24])=[C:12]([C:14]2[CH:19]=[CH:18][C:17]([CH3:20])=[CH:16][CH:15]=2)[C:11]2[CH:10]=[C:9]3[CH:8]=[CH:7][CH:6]=[CH:5][C:4]3=[N:3][C:2]=2[N:1]=1. The yield is 0.300. (6) The reactants are [C:1]1([CH3:20])[CH:6]=[CH:5][C:4]([C:7]2[N:8]=[C:9]3[CH:14]=[CH:13][C:12]([C:15]([O:17][CH3:18])=[O:16])=[CH:11][N:10]3[CH:19]=2)=[CH:3][CH:2]=1.O.[C:22]([OH:26])(=[O:25])[CH:23]=[O:24]. The catalyst is ClCCl. The product is [OH:24][CH:23]([C:7]1([C:4]2[CH:3]=[CH:2][C:1]([CH3:20])=[CH:6][CH:5]=2)[N:8]2[CH:11]=[C:12]([C:15]([O:17][CH3:18])=[O:16])[CH:13]=[CH:14][C:9]2=[N:10][CH2:19]1)[C:22]([OH:26])=[O:25]. The yield is 0.870. (7) The reactants are [F:1][C:2]1[C:7]2[O:8][CH2:9][C:10]3[C:15]([C:6]=2[CH:5]=[CH:4][C:3]=1[OH:20])=[CH:14][C:13]([NH:16][C:17](=[O:19])[CH3:18])=[N:12][CH:11]=3.C(O)(C(F)(F)F)=O.C(=O)([O-])[O-].[K+].[K+].CS(O[CH2:39][C@@H:40]([NH:45][C:46]([O:48][C:49]([CH3:52])([CH3:51])[CH3:50])=[O:47])[CH2:41][CH:42]([CH3:44])[CH3:43])(=O)=O. The catalyst is CN(C=O)C.O. The product is [C:17]([NH:16][C:13]1[CH:14]=[C:15]2[C:6]3[CH:5]=[CH:4][C:3]([O:20][CH2:39][C@@H:40]([NH:45][C:46](=[O:47])[O:48][C:49]([CH3:50])([CH3:51])[CH3:52])[CH2:41][CH:42]([CH3:43])[CH3:44])=[C:2]([F:1])[C:7]=3[O:8][CH2:9][C:10]2=[CH:11][N:12]=1)(=[O:19])[CH3:18]. The yield is 0.370.